This data is from Forward reaction prediction with 1.9M reactions from USPTO patents (1976-2016). The task is: Predict the product of the given reaction. (1) Given the reactants [Cl:1][C:2]1[CH:3]=[C:4]([CH:8]=[C:9]([Cl:12])[C:10]=1[CH3:11])[C:5]([OH:7])=[O:6].[CH3:13]O, predict the reaction product. The product is: [Cl:1][C:2]1[CH:3]=[C:4]([CH:8]=[C:9]([Cl:12])[C:10]=1[CH3:11])[C:5]([O:7][CH3:13])=[O:6]. (2) The product is: [CH3:25][O:26][CH2:27][CH2:28][NH:29][C:21]([C:19]1[CH:18]=[CH:17][C:14]2[N:15]([CH3:16])[C:11]([NH:10][C:8]3[S:9][C:5]4[CH:4]=[CH:3][C:2]([F:1])=[CH:24][C:6]=4[N:7]=3)=[N:12][C:13]=2[CH:20]=1)=[O:23]. Given the reactants [F:1][C:2]1[CH:3]=[CH:4][C:5]2[S:9][C:8]([NH:10][C:11]3[N:15]([CH3:16])[C:14]4[CH:17]=[CH:18][C:19]([C:21]([OH:23])=O)=[CH:20][C:13]=4[N:12]=3)=[N:7][C:6]=2[CH:24]=1.[CH3:25][O:26][CH2:27][CH2:28][NH2:29].CN(C(ON1N=NC2C=CC=CC1=2)=[N+](C)C)C.F[P-](F)(F)(F)(F)F.CCN(C(C)C)C(C)C, predict the reaction product. (3) Given the reactants C[Si]([N-][Si](C)(C)C)(C)C.[K+].[CH3:11][O:12][C@@H:13](O)[CH2:14][CH3:15].[NH2:17][C:18]1[CH:25]=[C:24](F)[C:21]([C:22]#[N:23])=[CH:20][N:19]=1.C1C[O:30]CC1, predict the reaction product. The product is: [NH2:17][C:18]1[CH:25]=[C:24]([O:30][C@H:14]([CH3:15])[CH2:13][O:12][CH3:11])[C:21]([C:22]#[N:23])=[CH:20][N:19]=1. (4) The product is: [Cl:1][C:2]1[CH:3]=[CH:4][C:5]([CH:8]2[N:13]([C:41]([O:43][CH2:44][C:45]3[CH:50]=[CH:49][CH:48]=[CH:47][CH:46]=3)=[O:42])[CH2:12][C:11]3[CH:24]=[N:25][NH:26][C:10]=3[CH2:9]2)=[CH:6][CH:7]=1. Given the reactants [Cl:1][C:2]1[CH:7]=[CH:6][C:5]([CH:8]2[N:13](S(C3C=CC(Cl)=CC=3)(=O)=O)[CH2:12][C:11]3[CH:24]=[N:25][NH:26][C:10]=3[CH2:9]2)=[CH:4][CH:3]=1.ClC1C=CC(C2CC(=O)CCN2[C:41]([O:43][CH2:44][C:45]2[CH:50]=[CH:49][CH:48]=[CH:47][CH:46]=2)=[O:42])=CC=1.O.NN.N1CCC(=O)CC1, predict the reaction product. (5) Given the reactants [NH2:1][C:2]1[CH:3]=[CH:4][C:5]([Cl:11])=[C:6]([CH:10]=1)[C:7]([OH:9])=[O:8].[Cl:12][C:13]1[CH:14]=[C:15]([CH:19]=[CH:20][CH:21]=1)[C:16](Cl)=[O:17], predict the reaction product. The product is: [Cl:11][C:5]1[CH:4]=[CH:3][C:2]([NH:1][C:16](=[O:17])[C:15]2[CH:19]=[CH:20][CH:21]=[C:13]([Cl:12])[CH:14]=2)=[CH:10][C:6]=1[C:7]([OH:9])=[O:8]. (6) Given the reactants C(OC([O:6][C:7]1[CH:12]=[CH:11][C:10]([C:13](=[C:27]2[CH2:32][C:31]([CH3:34])([CH3:33])[CH2:30][C:29]([CH3:36])([CH3:35])[CH2:28]2)[C:14]2[CH:19]=[CH:18][C:17]([C:20]#[C:21][C:22]([O:24]CC)=[O:23])=[CH:16][CH:15]=2)=[CH:9][CH:8]=1)=O)C.[OH-].[Na+].Cl, predict the reaction product. The product is: [OH:6][C:7]1[CH:12]=[CH:11][C:10]([C:13](=[C:27]2[CH2:28][C:29]([CH3:36])([CH3:35])[CH2:30][C:31]([CH3:34])([CH3:33])[CH2:32]2)[C:14]2[CH:19]=[CH:18][C:17]([C:20]#[C:21][C:22]([OH:24])=[O:23])=[CH:16][CH:15]=2)=[CH:9][CH:8]=1. (7) Given the reactants [CH2:1]([CH:8]1[CH2:19][C:11]2[NH:12][C:13]([C:15]([O:17]C)=[O:16])=[CH:14][C:10]=2[CH2:9]1)[C:2]1[CH:7]=[CH:6][CH:5]=[CH:4][CH:3]=1.O.[OH-].[Li+], predict the reaction product. The product is: [CH2:1]([CH:8]1[CH2:19][C:11]2[NH:12][C:13]([C:15]([OH:17])=[O:16])=[CH:14][C:10]=2[CH2:9]1)[C:2]1[CH:3]=[CH:4][CH:5]=[CH:6][CH:7]=1.